Dataset: Forward reaction prediction with 1.9M reactions from USPTO patents (1976-2016). Task: Predict the product of the given reaction. (1) The product is: [CH:11]1([N:10]2[C:4]3[CH:3]=[C:2]([C:19]4[CH:18]=[N:17][CH:22]=[CH:21][CH:20]=4)[N:7]=[CH:6][C:5]=3[C:8]3([CH2:16][CH2:15]3)[C:9]2=[O:14])[CH2:13][CH2:12]1. Given the reactants Cl[C:2]1[N:7]=[CH:6][C:5]2[C:8]3([CH2:16][CH2:15]3)[C:9](=[O:14])[N:10]([CH:11]3[CH2:13][CH2:12]3)[C:4]=2[CH:3]=1.[N:17]1[CH:22]=[CH:21][CH:20]=[C:19](B(O)O)[CH:18]=1, predict the reaction product. (2) Given the reactants Br[CH2:2][CH2:3][CH2:4][O:5][C:6]1[CH:11]=[CH:10][C:9]([C:12]([C:14]2[CH:19]=[CH:18][C:17]([I:20])=[CH:16][CH:15]=2)=[O:13])=[CH:8][CH:7]=1.[N-:21]=[N+:22]=[N-:23].[Na+], predict the reaction product. The product is: [N:21]([CH2:2][CH2:3][CH2:4][O:5][C:6]1[CH:11]=[CH:10][C:9]([C:12]([C:14]2[CH:19]=[CH:18][C:17]([I:20])=[CH:16][CH:15]=2)=[O:13])=[CH:8][CH:7]=1)=[N+:22]=[N-:23].